From a dataset of Forward reaction prediction with 1.9M reactions from USPTO patents (1976-2016). Predict the product of the given reaction. (1) The product is: [Br:9][CH2:10][CH2:11][CH2:12][NH:13][C:22](=[O:23])[C:21]1[C:16]([C:15]([F:26])([F:14])[F:25])=[CH:17][CH:18]=[N:19][CH:20]=1. Given the reactants C(N(CC)CC)C.Br.[Br:9][CH2:10][CH2:11][CH2:12][NH2:13].[F:14][C:15]([F:26])([F:25])[C:16]1[C:21]([C:22](Cl)=[O:23])=[CH:20][N:19]=[CH:18][CH:17]=1, predict the reaction product. (2) Given the reactants [Br:1][C:2]1[CH:9]=[CH:8][C:5]([C:6]#[N:7])=[CH:4][CH:3]=1.[N+:10]([O-])([OH:12])=[O:11], predict the reaction product. The product is: [Br:1][C:2]1[CH:9]=[CH:8][C:5]([C:6]#[N:7])=[CH:4][C:3]=1[N+:10]([O-:12])=[O:11]. (3) Given the reactants [Cl:1][C:2]1[C:3]([C:33](=[O:43])[N:34]([CH2:39][CH2:40][CH2:41][CH3:42])[CH2:35][CH2:36][CH2:37][CH3:38])=[N:4][N:5]([C:8]2[CH:16]=[CH:15][C:14]([C:17](=[O:32])[NH:18][S:19]([C:22]3[CH:31]=[CH:30][C:29]4[C:24](=[CH:25][CH:26]=[CH:27][CH:28]=4)[CH:23]=3)(=[O:21])=[O:20])=[CH:13][C:9]=2[C:10](O)=[O:11])[C:6]=1[CH3:7].[NH2:44][CH2:45][C:46]1[CH:52]=[CH:51][CH:50]=[CH:49][C:47]=1[NH2:48].C(Cl)CCl.ON1C2N=CC=CC=2N=N1, predict the reaction product. The product is: [NH2:48][C:47]1[CH:49]=[CH:50][CH:51]=[CH:52][C:46]=1[CH2:45][NH:44][C:10](=[O:11])[C:9]1[CH:13]=[C:14]([CH:15]=[CH:16][C:8]=1[N:5]1[C:6]([CH3:7])=[C:2]([Cl:1])[C:3]([C:33](=[O:43])[N:34]([CH2:39][CH2:40][CH2:41][CH3:42])[CH2:35][CH2:36][CH2:37][CH3:38])=[N:4]1)[C:17]([NH:18][S:19]([C:22]1[CH:31]=[CH:30][C:29]2[C:24](=[CH:25][CH:26]=[CH:27][CH:28]=2)[CH:23]=1)(=[O:21])=[O:20])=[O:32]. (4) Given the reactants [C:1]([CH:4]([CH2:7][CH:8]=[C:9]([CH3:11])[CH3:10])[CH2:5][OH:6])([CH3:3])=[CH2:2].C(N(CC)CC)C.C1(C)C=CC=CC=1.[CH3:26][S:27](Cl)(=[O:29])=[O:28], predict the reaction product. The product is: [CH3:26][S:27]([O:6][CH2:5][CH:4]([C:1]([CH3:3])=[CH2:2])[CH2:7][CH:8]=[C:9]([CH3:11])[CH3:10])(=[O:29])=[O:28]. (5) Given the reactants O[C:2]1[CH:10]=[C:9]2[C:5]([CH2:6][O:7][C:8]2=[O:11])=[CH:4][CH:3]=1.C([O-])([O-])=O.[K+].[K+].[CH2:18]([O:20]S(OCC)(=O)=O)[CH3:19], predict the reaction product. The product is: [O:20]([C:4]1[CH:3]=[CH:2][CH:10]=[C:9]2[C:5]=1[CH2:6][O:7][C:8]2=[O:11])[CH2:18][CH3:19]. (6) The product is: [F:1][C:2]1[CH:7]=[CH:6][C:5]([N+:8]([O-:10])=[O:9])=[CH:4][C:3]=1[C:11]12[CH2:18][CH:17]1[CH2:16][CH2:15][S:14][C:13]([NH:19][C:27](=[O:28])[O:29][C:30]([CH3:33])([CH3:32])[CH3:31])=[N:12]2. Given the reactants [F:1][C:2]1[CH:7]=[CH:6][C:5]([N+:8]([O-:10])=[O:9])=[CH:4][C:3]=1[C:11]12[CH2:18][CH:17]1[CH2:16][CH2:15][S:14][C:13]([NH2:19])=[N:12]2.C(N(CC)CC)C.[C:27](O[C:27]([O:29][C:30]([CH3:33])([CH3:32])[CH3:31])=[O:28])([O:29][C:30]([CH3:33])([CH3:32])[CH3:31])=[O:28].O, predict the reaction product.